From a dataset of Forward reaction prediction with 1.9M reactions from USPTO patents (1976-2016). Predict the product of the given reaction. (1) Given the reactants [C:1]([O:5][C:6]([N:8]([C:13]1[CH:27]=[CH:26][C:16]2[N:17]([CH2:21][C:22]([O:24]C)=[O:23])[C:18](=[O:20])[O:19][C:15]=2[CH:14]=1)[S:9]([CH3:12])(=[O:11])=[O:10])=[O:7])([CH3:4])([CH3:3])[CH3:2].[Li+].[OH-].Cl, predict the reaction product. The product is: [C:1]([O:5][C:6]([N:8]([C:13]1[CH:27]=[CH:26][C:16]2[N:17]([CH2:21][C:22]([OH:24])=[O:23])[C:18](=[O:20])[O:19][C:15]=2[CH:14]=1)[S:9]([CH3:12])(=[O:10])=[O:11])=[O:7])([CH3:4])([CH3:2])[CH3:3]. (2) Given the reactants [CH3:1][Li].[Br:3][C:4]1[CH:5]=[C:6]2[NH:12][C:11](=[O:13])[C:10]3([CH2:18][CH2:17][C:16](=[O:19])[CH2:15][CH2:14]3)[C:7]2=[N:8][CH:9]=1.[Cl-].[NH4+], predict the reaction product. The product is: [Br:3][C:4]1[CH:5]=[C:6]2[NH:12][C:11](=[O:13])[C:10]3([CH2:18][CH2:17][C:16]([OH:19])([CH3:1])[CH2:15][CH2:14]3)[C:7]2=[N:8][CH:9]=1.